This data is from TCR-epitope binding with 47,182 pairs between 192 epitopes and 23,139 TCRs. The task is: Binary Classification. Given a T-cell receptor sequence (or CDR3 region) and an epitope sequence, predict whether binding occurs between them. The epitope is KAFSPEVIPMF. The TCR CDR3 sequence is CASSDTPQPFSSGYTF. Result: 0 (the TCR does not bind to the epitope).